This data is from Catalyst prediction with 721,799 reactions and 888 catalyst types from USPTO. The task is: Predict which catalyst facilitates the given reaction. Reactant: [F:1][CH:2]([F:28])[O:3][C:4]1[CH:23]=[C:22]([C:24]([F:27])([F:26])[F:25])[CH:21]=[CH:20][C:5]=1[O:6][C:7]1[CH:19]=[CH:18][C:10]2[C@@H:11]3[C@@H:14]([C:15]([NH2:17])=O)[C@@H:12]3[O:13][C:9]=2[CH:8]=1.N1C(Cl)=NC(Cl)=NC=1Cl. Product: [F:28][CH:2]([F:1])[O:3][C:4]1[CH:23]=[C:22]([C:24]([F:27])([F:25])[F:26])[CH:21]=[CH:20][C:5]=1[O:6][C:7]1[CH:19]=[CH:18][C:10]2[C@@H:11]3[C@@H:14]([C:15]#[N:17])[C@@H:12]3[O:13][C:9]=2[CH:8]=1. The catalyst class is: 3.